The task is: Predict the reactants needed to synthesize the given product.. This data is from Full USPTO retrosynthesis dataset with 1.9M reactions from patents (1976-2016). (1) Given the product [CH3:8][C:7]1[N:6]=[C:5]([C:9]([OH:12])([CH3:11])[CH3:10])[CH:4]=[CH:3][C:2]=1[C:37]1[C:38]([O:44][CH2:45][C@H:46]2[CH2:48][C@@H:47]2[C:49]2[CH:54]=[CH:53][C:52]([CH3:55])=[CH:51][N:50]=2)=[N:39][C:40]([CH3:43])=[N:41][CH:42]=1, predict the reactants needed to synthesize it. The reactants are: Br[C:2]1[CH:3]=[CH:4][C:5]([C:9]([OH:12])([CH3:11])[CH3:10])=[N:6][C:7]=1[CH3:8].B1(B2OC(C)(C)C(C)(C)O2)OC(C)(C)C(C)(C)O1.C([O-])(=O)C.[K+].Br[C:37]1[C:38]([O:44][CH2:45][C@H:46]2[CH2:48][C@@H:47]2[C:49]2[CH:54]=[CH:53][C:52]([CH3:55])=[CH:51][N:50]=2)=[N:39][C:40]([CH3:43])=[N:41][CH:42]=1.C(=O)([O-])[O-].[Cs+].[Cs+]. (2) Given the product [CH2:1]([O:16][C:11]1[CH:10]=[CH:15][CH:14]=[CH:13][N:12]=1)[C:2]1[CH:7]=[CH:6][CH:5]=[CH:4][CH:3]=1, predict the reactants needed to synthesize it. The reactants are: [CH2:1](Br)[C:2]1[CH:7]=[CH:6][CH:5]=[CH:4][CH:3]=1.Br[C:10]1[C:11](=[O:16])[NH:12][CH:13]=[CH:14][CH:15]=1. (3) The reactants are: [CH2:1]([C:5]1[N:6]([CH2:23][CH2:24][CH2:25][CH2:26]Cl)[C:7]2[C:16]3[CH:15]=[CH:14][CH:13]=[CH:12][C:11]=3[N:10]=[C:9]([N:17]=CN(C)C)[C:8]=2[N:22]=1)[CH2:2][CH2:3][CH3:4].C(C1N(CCCCCl)C2C3C=CC=CC=3N=C(N)C=2N=1)CCC.[Na+].[C:52]1([S:58]([O-:60])=[O:59])[CH:57]=[CH:56][CH:55]=[CH:54][CH:53]=1.Cl.O1CCOCC1.C. Given the product [CH2:1]([C:5]1[N:6]([CH2:23][CH2:24][CH2:25][CH2:26][S:58]([C:52]2[CH:57]=[CH:56][CH:55]=[CH:54][CH:53]=2)(=[O:60])=[O:59])[C:7]2[C:16]3[CH:11]=[CH:12][CH:13]=[CH:14][C:15]=3[N:17]=[C:9]([NH2:10])[C:8]=2[N:22]=1)[CH2:2][CH2:3][CH3:4], predict the reactants needed to synthesize it. (4) Given the product [CH2:55]([C:31]1[N:30]([C:27]2[CH:26]=[CH:25][C:24]([O:23][C:22]([CH3:57])([CH3:58])[CH2:21][OH:20])=[CH:29][CH:28]=2)[C:35](=[O:36])[C:34]([CH2:37][C:38]2[CH:43]=[CH:42][C:41]([C:44]3[CH:49]=[CH:48][CH:47]=[CH:46][C:45]=3[C:50]3[NH:3][C:4](=[O:7])[O:5][N:51]=3)=[CH:40][CH:39]=2)=[C:33]([CH2:52][CH2:53][CH3:54])[N:32]=1)[CH3:56], predict the reactants needed to synthesize it. The reactants are: [Cl-].O[NH3+:3].[C:4](=[O:7])([O-])[OH:5].[Na+].CS(C)=O.[Si]([O:20][CH2:21][C:22]([CH3:58])([CH3:57])[O:23][C:24]1[CH:29]=[CH:28][C:27]([N:30]2[C:35](=[O:36])[C:34]([CH2:37][C:38]3[CH:43]=[CH:42][C:41]([C:44]4[C:45]([C:50]#[N:51])=[CH:46][CH:47]=[CH:48][CH:49]=4)=[CH:40][CH:39]=3)=[C:33]([CH2:52][CH2:53][CH3:54])[N:32]=[C:31]2[CH2:55][CH3:56])=[CH:26][CH:25]=1)(C(C)(C)C)(C)C. (5) Given the product [C:1]([C:5]1[C:6]2[O:12][C:13](=[O:14])[CH2:11][C:7]=2[CH:8]=[CH:9][CH:10]=1)([CH3:4])([CH3:3])[CH3:2], predict the reactants needed to synthesize it. The reactants are: [C:1]([C:5]1[C:6]([O:12][CH2:13][O:14]C)=[C:7]([CH3:11])[CH:8]=[CH:9][CH:10]=1)([CH3:4])([CH3:3])[CH3:2].CN(CCN(C)C)C.[Li]C(CC)C.C(=O)=O. (6) Given the product [Br:1][C:2]1[CH:7]=[C:6]([NH:12][C@H:13]([CH2:17][CH:18]2[CH2:20][CH2:19]2)[C:14]([NH2:16])=[O:15])[CH:5]=[N:4][C:3]=1[C:9]#[N:10], predict the reactants needed to synthesize it. The reactants are: [Br:1][C:2]1[C:3]([C:9]#[N:10])=[N:4][CH:5]=[C:6](F)[CH:7]=1.Cl.[NH2:12][C@H:13]([CH2:17][CH:18]1[CH2:20][CH2:19]1)[C:14]([NH2:16])=[O:15].CCN(C(C)C)C(C)C.O. (7) Given the product [CH3:17][C:18]([NH:19][C:14]([C:5]1[CH:4]=[CH:3][C:2]([Br:1])=[C:7]([O:8][CH2:9][C:10]([F:11])([F:12])[F:13])[N:6]=1)=[O:16])([C:20]1[S:21][CH:22]=[CH:23][N:24]=1)[CH3:25], predict the reactants needed to synthesize it. The reactants are: [Br:1][C:2]1[CH:3]=[CH:4][C:5]([C:14]([OH:16])=O)=[N:6][C:7]=1[O:8][CH2:9][C:10]([F:13])([F:12])[F:11].[CH3:17][C:18]([CH3:25])([C:20]1[S:21][CH:22]=[CH:23][N:24]=1)[NH2:19]. (8) Given the product [N:9]([C:12]1[CH:13]=[CH:14][C:15]([C:16]([NH:6][CH2:5][CH2:4][C:3]([F:8])([F:7])[F:2])=[O:17])=[CH:19][CH:20]=1)=[N+:10]=[N-:11], predict the reactants needed to synthesize it. The reactants are: Cl.[F:2][C:3]([F:8])([F:7])[CH2:4][CH2:5][NH2:6].[N:9]([C:12]1[CH:20]=[CH:19][C:15]([C:16](O)=[O:17])=[CH:14][CH:13]=1)=[N+:10]=[N-:11].C1C=CC2N(O)N=NC=2C=1.CCN(C(C)C)C(C)C.